Dataset: Retrosynthesis with 50K atom-mapped reactions and 10 reaction types from USPTO. Task: Predict the reactants needed to synthesize the given product. (1) The reactants are: N[C@H]1CC[C@H](CCN2CCN(c3nccc4c3OCC4)CC2)CC1.O=C(O)c1ccc(C(F)(F)F)cc1. Given the product O=C(N[C@H]1CC[C@H](CCN2CCN(c3nccc4c3OCC4)CC2)CC1)c1ccc(C(F)(F)F)cc1, predict the reactants needed to synthesize it. (2) Given the product CCCn1cc(Br)ccc1=O, predict the reactants needed to synthesize it. The reactants are: CCCI.O=c1ccc(Br)c[nH]1. (3) Given the product NCC(=O)c1cccnc1, predict the reactants needed to synthesize it. The reactants are: CC(C)(C)OC(=O)NCC(=O)c1cccnc1. (4) Given the product O=C(Nc1ccc(OC(F)(F)F)cc1)c1cnc(N2CC[C@H](O)C2)c(Br)c1, predict the reactants needed to synthesize it. The reactants are: O=C(Nc1ccc(OC(F)(F)F)cc1)c1cnc(Cl)c(Br)c1.O[C@H]1CCNC1. (5) Given the product CC(C)(C)OC(=O)CN1C(=O)[C@@H](N[C@@H](CCCCNC(=O)OC(C)(C)C)C(=O)O)CSc2ccccc21, predict the reactants needed to synthesize it. The reactants are: CCOC(=O)[C@H](CCCCNC(=O)OC(C)(C)C)N[C@H]1CSc2ccccc2N(CC(=O)OC(C)(C)C)C1=O. (6) The reactants are: COC(=O)C(CN1CCC(NC(=O)OC(C)(C)C)CC1)c1c(F)ccc2ncc(OC)nc12. Given the product COc1cnc2ccc(F)c(C(CO)CN3CCC(NC(=O)OC(C)(C)C)CC3)c2n1, predict the reactants needed to synthesize it. (7) Given the product C#CC1CC(=O)N(C(CC)C(N)=O)C1, predict the reactants needed to synthesize it. The reactants are: C#CC1C(=O)N(C(CC)C(N)=O)CC1Br. (8) Given the product CC[C@H]1Oc2cc(C(=O)O)ccc2N(C(C)C)C1=O, predict the reactants needed to synthesize it. The reactants are: CC[C@H]1Oc2cc(C(=O)OC)ccc2N(C(C)C)C1=O. (9) Given the product CC(C)NCc1ccc(Cl)c(NC2=NC(=O)/C(=C/c3ccc4ncccc4c3)S2)c1, predict the reactants needed to synthesize it. The reactants are: CC(=O)O[BH-](OC(C)=O)OC(C)=O.NCc1ccc(Cl)c(NC2=NC(=O)/C(=C/c3ccc4ncccc4c3)S2)c1. (10) Given the product O=C(NCc1c(-c2ncco2)n(-c2ccccc2)c2ncccc2c1=O)c1ccc(N2CCOCC2)nc1, predict the reactants needed to synthesize it. The reactants are: NCc1c(-c2ncco2)n(-c2ccccc2)c2ncccc2c1=O.O=C(O)c1ccc(N2CCOCC2)nc1.